Dataset: Full USPTO retrosynthesis dataset with 1.9M reactions from patents (1976-2016). Task: Predict the reactants needed to synthesize the given product. (1) The reactants are: [F:1][C:2]([S:5][C:6]1[CH:11]=[CH:10][C:9]([OH:12])=[CH:8][CH:7]=1)([F:4])[F:3].[C:13]([O-])([O-])=O.[Cs+].[Cs+].C(O[CH2:23][CH3:24])(=O)C. Given the product [F:1][C:2]([S:5][C:6]1[CH:11]=[CH:10][C:9]([O:12][CH2:13][CH:23]=[CH2:24])=[CH:8][CH:7]=1)([F:4])[F:3], predict the reactants needed to synthesize it. (2) Given the product [O:52]1[CH2:56][CH2:55][CH:54]([CH2:57][NH:58][C:16]([C:13]2[CH:12]=[C:11]([CH2:10][O:9][CH2:8][C:7]3[CH:6]=[CH:5][C:4]([O:3][C:2]([F:1])([F:22])[F:21])=[CH:20][CH:19]=3)[O:15][N:14]=2)=[O:18])[CH2:53]1, predict the reactants needed to synthesize it. The reactants are: [F:1][C:2]([F:22])([F:21])[O:3][C:4]1[CH:20]=[CH:19][C:7]([CH2:8][O:9][CH2:10][C:11]2[O:15][N:14]=[C:13]([C:16]([OH:18])=O)[CH:12]=2)=[CH:6][CH:5]=1.C(N(CC)CC)C.Cl.C(N=C=NCCCN(C)C)C.ON1C2C=CC=CC=2N=N1.[O:52]1[CH2:56][CH2:55][CH:54]([CH2:57][NH2:58])[CH2:53]1. (3) The reactants are: COCCN(S(F)(F)[F:11])CCOC.O[CH2:15][C:16]1[CH:17]=[CH:18][C:19]([C:22]2[N:26]([C:27]3[N:28]=[N:29][C:30]([O:33][CH3:34])=[CH:31][CH:32]=3)[N:25]=[C:24]([C:35]([N:37]3[CH2:42][CH2:41][O:40][CH2:39][CH2:38]3)=[O:36])[CH:23]=2)=[N:20][CH:21]=1.C(=O)([O-])O.[Na+]. Given the product [F:11][CH2:15][C:16]1[CH:17]=[CH:18][C:19]([C:22]2[N:26]([C:27]3[N:28]=[N:29][C:30]([O:33][CH3:34])=[CH:31][CH:32]=3)[N:25]=[C:24]([C:35]([N:37]3[CH2:42][CH2:41][O:40][CH2:39][CH2:38]3)=[O:36])[CH:23]=2)=[N:20][CH:21]=1, predict the reactants needed to synthesize it. (4) Given the product [CH:33]1([NH:35][C:26]([C:21]2[N:20]=[N:19][N:18]([C:15]3[CH:14]=[CH:13][C:12]([C:10]([NH:9][CH2:8][CH2:7][C:1]4[CH:2]=[CH:3][CH:4]=[CH:5][CH:6]=4)=[O:11])=[CH:17][CH:16]=3)[C:22]=2[CH2:23][CH2:24][CH3:25])=[O:27])[CH2:34][CH2:32]1, predict the reactants needed to synthesize it. The reactants are: [C:1]1([CH2:7][CH2:8][NH:9][C:10]([C:12]2[CH:17]=[CH:16][C:15]([N:18]3[C:22]([CH2:23][CH2:24][CH3:25])=[C:21]([C:26](O)=[O:27])[N:20]=[N:19]3)=[CH:14][CH:13]=2)=[O:11])[CH:6]=[CH:5][CH:4]=[CH:3][CH:2]=1.C1C=C[C:32]2N(O)N=[N:35][C:33]=2[CH:34]=1.C1(N)CC1.CCN=C=NCCCN(C)C.C(=O)([O-])[O-].[Na+].[Na+]. (5) Given the product [O:52]=[C:50]1[NH:49][C:48](=[O:53])[CH:47]([CH2:46][C:45]2[CH:54]=[CH:55][C:42]([O:41][CH2:40][C:38]3[N:37]([CH3:56])[C:36]4[CH:57]=[C:32]([O:31][C:30]5[CH:29]=[C:28]([NH:27][C:1]([NH:20][CH2:19][C:18]6[CH:21]=[CH:22][C:15]([C:14]([F:23])([F:24])[F:13])=[CH:16][CH:17]=6)=[O:2])[CH:60]=[CH:59][CH:58]=5)[CH:33]=[CH:34][C:35]=4[N:39]=3)=[CH:43][CH:44]=2)[S:51]1, predict the reactants needed to synthesize it. The reactants are: [C:1](N1C=CN=C1)(N1C=CN=C1)=[O:2].[F:13][C:14]([F:24])([F:23])[C:15]1[CH:22]=[CH:21][C:18]([CH2:19][NH2:20])=[CH:17][CH:16]=1.Cl.Cl.[NH2:27][C:28]1[CH:29]=[C:30]([CH:58]=[CH:59][CH:60]=1)[O:31][C:32]1[CH:33]=[CH:34][C:35]2[N:39]=[C:38]([CH2:40][O:41][C:42]3[CH:55]=[CH:54][C:45]([CH2:46][CH:47]4[S:51][C:50](=[O:52])[NH:49][C:48]4=[O:53])=[CH:44][CH:43]=3)[N:37]([CH3:56])[C:36]=2[CH:57]=1.C(N(CC)CC)C.